From a dataset of Full USPTO retrosynthesis dataset with 1.9M reactions from patents (1976-2016). Predict the reactants needed to synthesize the given product. (1) Given the product [Cl:1][C:2]1[S:6][C:5]([C:7]2[N:12]=[C:11]([NH:13][C:14]3[CH:15]=[CH:16][C:17]([CH2:20][C:21]4[NH:22][CH:23]=[C:24]([C:26]([OH:28])=[O:27])[N:25]=4)=[CH:18][CH:19]=3)[C:10]([CH2:30][CH3:31])=[C:9]([CH3:32])[N:8]=2)=[CH:4][CH:3]=1, predict the reactants needed to synthesize it. The reactants are: [Cl:1][C:2]1[S:6][C:5]([C:7]2[N:12]=[C:11]([NH:13][C:14]3[CH:19]=[CH:18][C:17]([CH2:20][C:21]4[NH:22][CH:23]=[C:24]([C:26]([O:28]C)=[O:27])[N:25]=4)=[CH:16][CH:15]=3)[C:10]([CH2:30][CH3:31])=[C:9]([CH3:32])[N:8]=2)=[CH:4][CH:3]=1.[Li+].[OH-].O.C1COCC1.Cl. (2) Given the product [CH3:16][Si:15]([CH3:18])([CH3:17])[CH2:14][CH2:13][O:12][CH2:11][N:10]1[C:4]2[CH:3]=[C:2]([C:27]3[CH:28]=[N:29][CH:30]=[C:31]([CH:33]=[CH2:34])[CH:32]=3)[N:7]=[CH:6][C:5]=2[CH:8]=[N:9]1, predict the reactants needed to synthesize it. The reactants are: Cl[C:2]1[N:7]=[CH:6][C:5]2[CH:8]=[N:9][N:10]([CH2:11][O:12][CH2:13][CH2:14][Si:15]([CH3:18])([CH3:17])[CH3:16])[C:4]=2[CH:3]=1.CC1(C)C(C)(C)OB([C:27]2[CH:28]=[N:29][CH:30]=[C:31]([CH:33]=[CH2:34])[CH:32]=2)O1.C([O-])(=O)C.[K+].C(=O)([O-])[O-].[Na+].[Na+]. (3) Given the product [CH2:1]([NH:3][C:4]([C:6]1[CH:7]=[CH:8][C:9]2[CH:10]([CH:21]3[CH2:26][CH2:25][NH:24][CH2:23][CH2:22]3)[C:11]3[C:16]([O:17][C:18]=2[CH:19]=1)=[C:15]([OH:20])[CH:14]=[CH:13][CH:12]=3)=[O:5])[CH3:2], predict the reactants needed to synthesize it. The reactants are: [CH2:1]([NH:3][C:4]([C:6]1[CH:7]=[CH:8][C:9]2[C:10](=[C:21]3[CH2:26][CH2:25][NH:24][CH2:23][CH2:22]3)[C:11]3[C:16]([O:17][C:18]=2[CH:19]=1)=[C:15]([OH:20])[CH:14]=[CH:13][CH:12]=3)=[O:5])[CH3:2]. (4) Given the product [CH3:1][O:2][C:3]1[CH:8]=[CH:7][CH:6]=[CH:5][C:4]=1[NH:9][C:10](=[O:28])[NH:11][C:12]1[CH:17]=[CH:16][C:15]([CH2:18][C:19]([OH:21])=[O:20])=[CH:14][C:13]=1[O:26][CH3:27], predict the reactants needed to synthesize it. The reactants are: [CH3:1][O:2][C:3]1[CH:8]=[CH:7][CH:6]=[CH:5][C:4]=1[NH:9][C:10](=[O:28])[NH:11][C:12]1[CH:17]=[CH:16][C:15]([CH2:18][C:19]([O:21]C(C)(C)C)=[O:20])=[CH:14][C:13]=1[O:26][CH3:27].FC(F)(F)C(O)=O. (5) Given the product [F:13][C:6]1[CH:7]=[CH:8][C:9]([N+:10]([O-:12])=[O:11])=[C:4]2[C:5]=1[CH2:14][N:18]([CH3:17])[C:3]2=[O:2], predict the reactants needed to synthesize it. The reactants are: C[O:2][C:3](=O)[C:4]1[C:9]([N+:10]([O-:12])=[O:11])=[CH:8][CH:7]=[C:6]([F:13])[C:5]=1[CH2:14]Br.[CH3:17][NH2:18]. (6) The reactants are: [CH3:1][C:2]1([CH3:22])[C@@H:5]([C:6]([N:8]2[CH2:13][CH2:12][O:11][CH2:10][CH2:9]2)=[O:7])[CH2:4][C@H:3]1[NH:14]C(=O)OC(C)(C)C.CCN(CC)CC. Given the product [NH2:14][C@@H:3]1[CH2:4][C@H:5]([C:6]([N:8]2[CH2:13][CH2:12][O:11][CH2:10][CH2:9]2)=[O:7])[C:2]1([CH3:22])[CH3:1], predict the reactants needed to synthesize it. (7) Given the product [NH2:10][C@H:7]([C:5]1[S:6][C:2]([Cl:1])=[CH:3][CH:4]=1)[C@@H:8]([C:23]1[CH:22]=[CH:21][CH:20]=[C:19]([Cl:18])[CH:24]=1)[OH:9], predict the reactants needed to synthesize it. The reactants are: [Cl:1][C:2]1[S:6][C:5]([C@@H:7]([NH:10]C(=O)OC(C)(C)C)[CH:8]=[O:9])=[CH:4][CH:3]=1.[Cl:18][C:19]1[CH:20]=[C:21]([Mg]Br)[CH:22]=[CH:23][CH:24]=1.